This data is from Reaction yield outcomes from USPTO patents with 853,638 reactions. The task is: Predict the reaction yield, written as a fraction of the theoretical maximum amount of product (1.0 means a 100% yield; for example, 0.34 means a 34% yield). (1) The reactants are C([O:4][C:5]1[CH:10]=[C:9]([F:11])[CH:8]=[CH:7][C:6]=1[Br:12])C=C.[C:13]1(C)[CH:18]=C(C)C=C(C)[CH:14]=1. No catalyst specified. The product is [CH2:18]([C:10]1[C:9]([F:11])=[CH:8][CH:7]=[C:6]([Br:12])[C:5]=1[OH:4])[CH:13]=[CH2:14]. The yield is 0.950. (2) The reactants are [Li]CCCC.[F:6][C:7]1[CH:8]=[N:9][C:10]2[C:15]([CH:16]=1)=[CH:14][C:13]([O:17][CH3:18])=[CH:12][CH:11]=2.CN([CH:22]=[O:23])C. The catalyst is C1COCC1. The product is [F:6][C:7]1[CH:8]=[N:9][C:10]2[C:15]([C:16]=1[CH:22]=[O:23])=[CH:14][C:13]([O:17][CH3:18])=[CH:12][CH:11]=2. The yield is 0.520. (3) The product is [Br:14][C:15]1[S:16][C:17]([C:20](=[O:22])[CH2:21][C:8]([O:11][CH3:12])=[O:13])=[CH:18][CH:19]=1. No catalyst specified. The yield is 0.820. The reactants are [H-].[Na+].O1CCCC1.[C:8](=[O:13])([O:11][CH3:12])OC.[Br:14][C:15]1[S:16][C:17]([C:20](=[O:22])[CH3:21])=[CH:18][CH:19]=1. (4) The reactants are [N:1]1[CH:2]=[CH:3][N:4]2[CH:9]=[CH:8][CH:7]=[C:6]([CH2:10][CH:11]3[C:19]4[C:14](=[CH:15][CH:16]=[CH:17][CH:18]=4)[C:13](=[O:20])[O:12]3)[C:5]=12.C([BH-](CC)CC)C.[Li+]. The catalyst is C(Cl)Cl. The product is [N:1]1[CH:2]=[CH:3][N:4]2[CH:9]=[CH:8][CH:7]=[C:6]([CH2:10][CH:11]3[C:19]4[C:14](=[CH:15][CH:16]=[CH:17][CH:18]=4)[CH:13]([OH:20])[O:12]3)[C:5]=12. The yield is 0.250. (5) The reactants are [CH2:1]([NH:3][C:4]([C:6]1[CH:11]=[CH:10][C:9]([N:12]2[CH2:17][CH2:16][N:15](C(OC(C)(C)C)=O)[CH2:14][CH2:13]2)=[C:8]([CH3:25])[CH:7]=1)=[O:5])[CH3:2].[ClH:26]. The catalyst is O1CCOCC1.C(OCC)C. The product is [ClH:26].[CH2:1]([NH:3][C:4](=[O:5])[C:6]1[CH:11]=[CH:10][C:9]([N:12]2[CH2:13][CH2:14][NH:15][CH2:16][CH2:17]2)=[C:8]([CH3:25])[CH:7]=1)[CH3:2]. The yield is 0.990. (6) The reactants are [CH:1]1([N:7]2[C:12]([OH:13])=[C:11]([C:14]([NH:16][CH2:17][C:18]([O:20]CC)=[O:19])=[O:15])[C:10](=[O:23])[NH:9][C:8]2=[O:24])[CH2:6][CH2:5][CH2:4][CH2:3][CH2:2]1.C(=O)([O-])[O-].[K+].[K+].[F:31][C:32]1[CH:33]=[C:34]([CH:37]=[CH:38][C:39]=1[F:40])[CH2:35]Br.Cl. The catalyst is CC(N(C)C)=O. The product is [CH:1]1([N:7]2[C:12]([OH:13])=[C:11]([C:14]([NH:16][CH2:17][C:18]([OH:20])=[O:19])=[O:15])[C:10](=[O:23])[N:9]([CH2:35][C:34]3[CH:37]=[CH:38][C:39]([F:40])=[C:32]([F:31])[CH:33]=3)[C:8]2=[O:24])[CH2:2][CH2:3][CH2:4][CH2:5][CH2:6]1. The yield is 0.320. (7) The reactants are [NH2:1][C:2]([NH2:4])=[S:3].[F:5][C:6]1[CH:25]=[CH:24][C:9]([C:10]([NH:12][CH:13]([C:19](OCC)=[O:20])[C:14](OCC)=[O:15])=[O:11])=[CH:8][CH:7]=1.[Na]. The catalyst is C(O)C. The product is [OH:20][C:19]1[C:13]([NH:12][C:10](=[O:11])[C:9]2[CH:24]=[CH:25][C:6]([F:5])=[CH:7][CH:8]=2)=[C:14]([OH:15])[N:4]=[C:2]([SH:3])[N:1]=1. The yield is 0.410. (8) The reactants are Cl.[N+:2]([C:5]1[CH:11]=[C:10]([C:12]2[CH:13]=[CH:14][C:15]3[O:21][CH2:20][CH2:19][NH:18][CH2:17][C:16]=3[CH:22]=2)[CH:9]=[CH:8][C:6]=1[NH2:7])([O-:4])=[O:3].CCN(C(C)C)C(C)C.Cl[C:33]([O:35][CH2:36][CH:37]=[CH2:38])=[O:34]. The catalyst is ClCCl. The product is [NH2:7][C:6]1[CH:8]=[CH:9][C:10]([C:12]2[CH:13]=[CH:14][C:15]3[O:21][CH2:20][CH2:19][N:18]([C:33]([O:35][CH2:36][CH:37]=[CH2:38])=[O:34])[CH2:17][C:16]=3[CH:22]=2)=[CH:11][C:5]=1[N+:2]([O-:4])=[O:3]. The yield is 1.00.